This data is from Catalyst prediction with 721,799 reactions and 888 catalyst types from USPTO. The task is: Predict which catalyst facilitates the given reaction. (1) Reactant: [CH3:1][C:2]1[CH:7]=[CH:6][C:5]([S:8](Cl)(=[O:10])=[O:9])=[CH:4][CH:3]=1.C(Cl)(Cl)Cl.N1C=CC=CC=1.[I:22][C:23]1[N:24]=[CH:25][NH:26][CH:27]=1. Product: [I:22][C:23]1[N:24]=[CH:25][N:26]([S:8]([C:5]2[CH:6]=[CH:7][C:2]([CH3:1])=[CH:3][CH:4]=2)(=[O:10])=[O:9])[CH:27]=1. The catalyst class is: 6. (2) Reactant: [CH3:1][N:2]1[C:7](=[O:8])[CH2:6][CH2:5][CH:4]([C:9](=[O:36])[CH2:10][C@H:11]([C:19]2[CH:24]=[CH:23][C:22]([N:25]3[CH2:30][CH2:29][CH:28]([C:31]([O:33]CC)=[O:32])[CH2:27][CH2:26]3)=[CH:21][CH:20]=2)[C:12]2[CH:17]=[CH:16][CH:15]=[CH:14][C:13]=2[CH3:18])[CH2:3]1.[OH-].[Na+:38]. Product: [CH3:1][N:2]1[C:7](=[O:8])[CH2:6][CH2:5][CH:4]([C:9](=[O:36])[CH2:10][C@H:11]([C:19]2[CH:20]=[CH:21][C:22]([N:25]3[CH2:26][CH2:27][CH:28]([C:31]([O-:33])=[O:32])[CH2:29][CH2:30]3)=[CH:23][CH:24]=2)[C:12]2[CH:17]=[CH:16][CH:15]=[CH:14][C:13]=2[CH3:18])[CH2:3]1.[Na+:38]. The catalyst class is: 83. (3) Reactant: [CH3:1][C:2]1[N:13]([C@@H:14]2[CH2:19][O:18][C@@H:17]([CH2:20][OH:21])[CH2:16][CH2:15]2)[C:5]2=[C:6]3[S:12][CH:11]=[CH:10][C:7]3=[N:8][CH:9]=[C:4]2[N:3]=1.N1C=CC=CC=1.[C:28]1([CH3:38])[CH:33]=[CH:32][C:31]([S:34](Cl)(=[O:36])=[O:35])=[CH:30][CH:29]=1. Product: [CH3:38][C:28]1[CH:33]=[CH:32][C:31]([S:34]([O:21][CH2:20][C@H:17]2[CH2:16][CH2:15][C@H:14]([N:13]3[C:5]4=[C:6]5[S:12][CH:11]=[CH:10][C:7]5=[N:8][CH:9]=[C:4]4[N:3]=[C:2]3[CH3:1])[CH2:19][O:18]2)(=[O:36])=[O:35])=[CH:30][CH:29]=1. The catalyst class is: 172. (4) Reactant: [CH:1]([C:3]1[N:7]([CH3:8])[CH:6]=[C:5]([C:9]#[N:10])[CH:4]=1)=O.N1CCCCC1.[CH2:17]([N:21]1[C:26]([NH:27][N:28]=[CH:29][C:30]2[C:38]3[C:33](=[CH:34][CH:35]=[C:36]([Cl:39])[CH:37]=3)[NH:32][CH:31]=2)=[CH:25][C:24](=[O:40])[N:23]([CH3:41])[C:22]1=[O:42])[CH:18]([CH3:20])[CH3:19]. Product: [Cl:39][C:36]1[CH:37]=[C:38]2[C:33](=[CH:34][CH:35]=1)[NH:32][CH:31]=[C:30]2[CH2:29][N:28]1[C:1]([C:3]2[N:7]([CH3:8])[CH:6]=[C:5]([C:9]#[N:10])[CH:4]=2)=[C:25]2[C:26]([N:21]([CH2:17][CH:18]([CH3:20])[CH3:19])[C:22](=[O:42])[N:23]([CH3:41])[C:24]2=[O:40])=[N:27]1. The catalyst class is: 9. (5) Reactant: [F:1][C:2]([F:8])([F:7])[CH2:3][C:4](=[S:6])[NH2:5].Br[CH2:10][C:11](=O)[C:12]([O:14][CH2:15][CH3:16])=[O:13]. Product: [F:1][C:2]([F:8])([F:7])[CH2:3][C:4]1[S:6][CH:10]=[C:11]([C:12]([O:14][CH2:15][CH3:16])=[O:13])[N:5]=1. The catalyst class is: 1. (6) Reactant: Cl.Cl.[NH2:3][C:4]1[NH:9][C:8](=[O:10])[C:7]([C:11]([NH:13][CH2:14][CH:15]2[CH2:20][CH2:19][N:18]([CH2:21][CH2:22][CH2:23][CH3:24])[CH2:17][CH2:16]2)=[O:12])=[CH:6][C:5]=1[Cl:25].[H-].[Na+].I[CH3:29].O. Product: [NH2:3][C:4]1[N:9]([CH3:29])[C:8](=[O:10])[C:7]([C:11]([NH:13][CH2:14][CH:15]2[CH2:20][CH2:19][N:18]([CH2:21][CH2:22][CH2:23][CH3:24])[CH2:17][CH2:16]2)=[O:12])=[CH:6][C:5]=1[Cl:25]. The catalyst class is: 9. (7) Reactant: [Br:1][C:2]1[C:11]2[C:6](=[C:7]([O:24][CH3:25])[CH:8]=[C:9]([CH2:12][C:13](=[CH:16]NC3C=CC=CC=3)[C:14]#[N:15])[CH:10]=2)[O:5][C:4]([CH3:27])([CH3:26])[CH:3]=1.Cl.[NH2:29][C:30]([NH2:32])=[NH:31].CC(C)([O-])C.[K+]. Product: [Br:1][C:2]1[C:11]2[C:6](=[C:7]([O:24][CH3:25])[CH:8]=[C:9]([CH2:12][C:13]3[C:14]([NH2:15])=[N:31][C:30]([NH2:32])=[N:29][CH:16]=3)[CH:10]=2)[O:5][C:4]([CH3:27])([CH3:26])[CH:3]=1. The catalyst class is: 8.